From a dataset of NCI-60 drug combinations with 297,098 pairs across 59 cell lines. Regression. Given two drug SMILES strings and cell line genomic features, predict the synergy score measuring deviation from expected non-interaction effect. Drug 1: C1=CN(C(=O)N=C1N)C2C(C(C(O2)CO)O)O.Cl. Drug 2: CCN(CC)CCCC(C)NC1=C2C=C(C=CC2=NC3=C1C=CC(=C3)Cl)OC. Cell line: NCI-H322M. Synergy scores: CSS=12.6, Synergy_ZIP=-3.48, Synergy_Bliss=1.31, Synergy_Loewe=-0.509, Synergy_HSA=0.940.